Predict the reactants needed to synthesize the given product. From a dataset of Full USPTO retrosynthesis dataset with 1.9M reactions from patents (1976-2016). (1) Given the product [Br:24][C:19]1[CH:20]=[CH:21][CH:22]=[CH:23][C:18]=1[N:16]1[C:17]2[C:4]([NH2:1])=[CH:5][CH:6]=[CH:7][C:8]=2[O:9][C:10]2[C:15]1=[CH:14][CH:13]=[CH:12][CH:11]=2, predict the reactants needed to synthesize it. The reactants are: [N+:1]([C:4]1[C:17]2[N:16]([C:18]3[CH:23]=[CH:22][CH:21]=[CH:20][C:19]=3[Br:24])[C:15]3[C:10](=[CH:11][CH:12]=[CH:13][CH:14]=3)[O:9][C:8]=2[CH:7]=[CH:6][CH:5]=1)([O-])=O.Cl[Sn]Cl. (2) Given the product [Cl:1][C:2]1[CH:3]=[C:4]2[C:8](=[CH:9][CH:10]=1)[N:7]([S:11]([C:14]1[CH:19]=[CH:18][C:17]([O:20][CH3:21])=[C:16]([N:22]3[CH2:23][CH2:24][N:25]([CH3:28])[CH2:26][CH2:27]3)[CH:15]=1)(=[O:13])=[O:12])[CH:6]=[CH:5]2, predict the reactants needed to synthesize it. The reactants are: [Cl:1][C:2]1[CH:3]=[C:4]2[C:8](=[CH:9][CH:10]=1)[N:7]([S:11]([C:14]1[CH:19]=[CH:18][C:17]([O:20][CH3:21])=[C:16]([N:22]3[CH2:27][CH2:26][NH:25][CH2:24][CH2:23]3)[CH:15]=1)(=[O:13])=[O:12])[CH:6]=[CH:5]2.[C:28]([BH3-])#N.[Na+].C=O. (3) Given the product [CH3:1][C:2]1[N:3]=[N:4][N:5]([CH:7]2[CH2:12][CH2:11][NH:10][CH2:9][CH2:8]2)[CH:6]=1, predict the reactants needed to synthesize it. The reactants are: [CH3:1][C:2]1[N:3]=[N:4][N:5]([CH:7]2[CH2:12][CH2:11][N:10](C(OC(C)(C)C)=O)[CH2:9][CH2:8]2)[CH:6]=1.C(O)(C(F)(F)F)=O.